This data is from Reaction yield outcomes from USPTO patents with 853,638 reactions. The task is: Predict the reaction yield, written as a fraction of the theoretical maximum amount of product (1.0 means a 100% yield; for example, 0.34 means a 34% yield). (1) The reactants are [NH:1]1[CH2:6][CH2:5][NH:4][CH2:3][CH:2]1[C:7]([O:9][CH2:10][CH3:11])=[O:8].[Cl:12][C:13]1[CH:14]=[C:15]([N:20]=[C:21]=[O:22])[CH:16]=[C:17]([Cl:19])[CH:18]=1. The catalyst is C(Cl)(Cl)Cl. The product is [Cl:12][C:13]1[CH:14]=[C:15]([CH:16]=[C:17]([Cl:19])[CH:18]=1)[NH:20][C:21]([N:4]1[CH2:5][CH2:6][NH:1][CH:2]([C:7]([O:9][CH2:10][CH3:11])=[O:8])[CH2:3]1)=[O:22]. The yield is 0.270. (2) The reactants are C[O:2][C:3](=O)[CH2:4][C:5]1[CH:10]=[C:9]([Cl:11])[C:8]([OH:12])=[C:7]([Cl:13])[CH:6]=1.[H-].[Al+3].[Li+].[H-].[H-].[H-].Cl. The catalyst is O1CCCC1. The product is [Cl:11][C:9]1[CH:10]=[C:5]([CH2:4][CH2:3][OH:2])[CH:6]=[C:7]([Cl:13])[C:8]=1[OH:12]. The yield is 1.00. (3) The reactants are [N+:1]([C:4]1[CH:22]=[CH:21][C:7]([CH2:8][C@@H:9]([C:18]([OH:20])=[O:19])[NH:10][C:11]([O:13][C:14]([CH3:17])([CH3:16])[CH3:15])=[O:12])=[CH:6][CH:5]=1)([O-:3])=[O:2].[C:23](=O)([O-])[O-].[Na+].[Na+].CI. The catalyst is CN(C=O)C. The product is [CH3:23][O:19][C:18](=[O:20])[C@H:9]([CH2:8][C:7]1[CH:21]=[CH:22][C:4]([N+:1]([O-:3])=[O:2])=[CH:5][CH:6]=1)[NH:10][C:11]([O:13][C:14]([CH3:17])([CH3:16])[CH3:15])=[O:12]. The yield is 0.980.